From a dataset of Catalyst prediction with 721,799 reactions and 888 catalyst types from USPTO. Predict which catalyst facilitates the given reaction. (1) Reactant: [O:1]=[S:2]1(=[O:19])[CH2:5][CH:4]([N:6]2[CH2:11][CH2:10][N:9]([C:12](OC(C)(C)C)=O)[CH2:8][CH2:7]2)[CH2:3]1.FC(F)(F)C(O)=O.ClC1[N:33]=[CH:32][N:31]=[C:30]([NH:34][C:35]2[S:36][C:37]([C:40]#[N:41])=[CH:38][N:39]=2)[CH:29]=1.C(N(CC)CC)C. Product: [O:19]=[S:2]1(=[O:1])[CH2:3][CH:4]([N:6]2[CH2:7][CH2:8][N:9]([C:12]3[N:33]=[CH:32][N:31]=[C:30]([NH:34][C:35]4[S:36][C:37]([C:40]#[N:41])=[CH:38][N:39]=4)[CH:29]=3)[CH2:10][CH2:11]2)[CH2:5]1. The catalyst class is: 51. (2) Reactant: [C:1]([C:3]1[CH:8]=[CH:7][C:6]([N+:9]([O-:11])=[O:10])=[CH:5][CH:4]=1)#[CH:2].C(=O)([O-])[O-].[K+].[K+].[CH2:18]1[CH2:22]OC[CH2:19]1.CO. The catalyst class is: 28. Product: [N+:9]([C:6]1[CH:5]=[CH:4][C:3]([C:1]#[C:2][CH2:19][CH2:18][CH3:22])=[CH:8][CH:7]=1)([O-:11])=[O:10]. (3) Reactant: [Li+].C[Si]([N-][Si](C)(C)C)(C)C.[C:11]([O:15][C:16]([NH:18][C@H:19]1[CH2:23][C@@H:22]([C:24]([O:26][CH3:27])=[O:25])[CH:21]=[CH:20]1)=[O:17])([CH3:14])([CH3:13])[CH3:12].[CH3:28][C:29]([Si:32]([O:35][CH2:36][CH2:37]I)([CH3:34])[CH3:33])([CH3:31])[CH3:30].Cl. Product: [C:11]([O:15][C:16]([NH:18][C@H:19]1[CH2:23][C@@:22]([CH2:37][CH2:36][O:35][Si:32]([C:29]([CH3:31])([CH3:30])[CH3:28])([CH3:34])[CH3:33])([C:24]([O:26][CH3:27])=[O:25])[CH:21]=[CH:20]1)=[O:17])([CH3:14])([CH3:13])[CH3:12]. The catalyst class is: 1. (4) The catalyst class is: 12. Reactant: Br[C:2]1[CH:3]=[C:4]([CH:25]=[CH:26][N:27]=1)[C:5]([NH:7][C:8]1[S:9][C:10]2[C:16]([C:17]3[CH:22]=[CH:21][CH:20]=[CH:19][CH:18]=3)=[CH:15][CH:14]=[C:13]([O:23][CH3:24])[C:11]=2[N:12]=1)=[O:6].[H-].[Na+].[CH3:30][OH:31]. Product: [CH3:30][O:31][C:2]1[CH:3]=[C:4]([CH:25]=[CH:26][N:27]=1)[C:5]([NH:7][C:8]1[S:9][C:10]2[C:16]([C:17]3[CH:22]=[CH:21][CH:20]=[CH:19][CH:18]=3)=[CH:15][CH:14]=[C:13]([O:23][CH3:24])[C:11]=2[N:12]=1)=[O:6].